This data is from Reaction yield outcomes from USPTO patents with 853,638 reactions. The task is: Predict the reaction yield, written as a fraction of the theoretical maximum amount of product (1.0 means a 100% yield; for example, 0.34 means a 34% yield). The reactants are C[Si]([N-][Si](C)(C)C)(C)C.[Li+].CC(P(OC)(O)=O)(C([O-])=[O:15])C.[C:22]([C:25]1C=[CH:33][C:32]2[C:27](=[CH:28][CH:29]=[C:30]([O:35][CH3:36])[CH:31]=2)[CH:26]=1)(=O)[CH3:23].[CH2:37]1[CH2:41][O:40][CH2:39][CH2:38]1. The catalyst is [NH4+].[Cl-]. The product is [CH3:36][O:35][C:30](=[O:15])[CH:31]=[C:32]([C:27]1[CH:28]=[CH:29][C:38]2[C:25](=[CH:22][CH:23]=[C:41]([O:40][CH3:39])[CH:37]=2)[CH:26]=1)[CH3:33]. The yield is 0.920.